This data is from Forward reaction prediction with 1.9M reactions from USPTO patents (1976-2016). The task is: Predict the product of the given reaction. (1) Given the reactants [CH3:1][O:2][C:3](=[O:15])[C:4]1[CH:9]=[CH:8][C:7]([O:10][CH2:11][CH2:12][CH2:13]Br)=[CH:6][CH:5]=1.[Na+].[CH3:17][S:18]([O-:20])=[O:19], predict the reaction product. The product is: [CH3:1][O:2][C:3](=[O:15])[C:4]1[CH:9]=[CH:8][C:7]([O:10][CH2:11][CH2:12][CH2:13][S:18]([CH3:17])(=[O:20])=[O:19])=[CH:6][CH:5]=1. (2) Given the reactants Cl[C:2]1[N:7]=[C:6]([N:8]2[CH2:13][CH2:12][O:11][CH2:10][C@H:9]2[CH3:14])[CH:5]=[C:4]([C:15]2([S@:18]([CH3:21])(=[NH:20])=[O:19])[CH2:17][CH2:16]2)[N:3]=1.C([O-])([O-])=O.[Na+].[Na+].CC1(C)C(C)(C)OB([C:36]2[CH:41]=[CH:40][N:39]=[C:38]3[N:42](S(C4C=CC(C)=CC=4)(=O)=O)[CH:43]=[CH:44][C:37]=23)O1.[OH-].[Na+].Cl, predict the reaction product. The product is: [CH3:14][C@@H:9]1[CH2:10][O:11][CH2:12][CH2:13][N:8]1[C:6]1[CH:5]=[C:4]([C:15]2([S@@:18]([CH3:21])(=[NH:20])=[O:19])[CH2:17][CH2:16]2)[N:3]=[C:2]([C:36]2[CH:41]=[CH:40][N:39]=[C:38]3[NH:42][CH:43]=[CH:44][C:37]=23)[N:7]=1. (3) The product is: [CH2:1]([NH:8][C:9]1[CH:14]=[C:13]([C:28]2[C:29]([S:34]([NH2:37])(=[O:36])=[O:35])=[CH:30][CH:31]=[CH:32][CH:33]=2)[CH:12]=[CH:11][C:10]=1[N+:24]([O-:26])=[O:25])[C:2]1[CH:3]=[CH:4][CH:5]=[CH:6][CH:7]=1. Given the reactants [CH2:1]([NH:8][C:9]1[CH:14]=[C:13](B2OC(C)(C)C(C)(C)O2)[CH:12]=[CH:11][C:10]=1[N+:24]([O-:26])=[O:25])[C:2]1[CH:7]=[CH:6][CH:5]=[CH:4][CH:3]=1.Br[C:28]1[CH:33]=[CH:32][CH:31]=[CH:30][C:29]=1[S:34]([NH2:37])(=[O:36])=[O:35].C(=O)([O-])[O-].[Na+].[Na+], predict the reaction product. (4) Given the reactants [Cl:1][C:2]1[CH:7]=[CH:6][CH:5]=[CH:4][C:3]=1[CH2:8][N:9]([C@H:22]1[CH2:26][CH2:25][NH:24][CH2:23]1)[C:10]1[CH:17]=[CH:16][C:13]([C:14]#[N:15])=[C:12]([C:18]([F:21])([F:20])[F:19])[CH:11]=1.Br[CH2:28][C:29]([CH3:31])=[CH2:30], predict the reaction product. The product is: [Cl:1][C:2]1[CH:7]=[CH:6][CH:5]=[CH:4][C:3]=1[CH2:8][N:9]([C@H:22]1[CH2:26][CH2:25][N:24]([CH2:30][C:29]([CH3:31])=[CH2:28])[CH2:23]1)[C:10]1[CH:17]=[CH:16][C:13]([C:14]#[N:15])=[C:12]([C:18]([F:19])([F:20])[F:21])[CH:11]=1.